From a dataset of Forward reaction prediction with 1.9M reactions from USPTO patents (1976-2016). Predict the product of the given reaction. (1) Given the reactants C(N(C(C)C)CC)(C)C.[Li]CCCC.[O:15]=[C:16]1[CH2:21][CH2:20][CH:19]([C:22]2[CH:32]=[CH:31][C:25]([C:26]([O:28][CH2:29][CH3:30])=[O:27])=[CH:24][CH:23]=2)[CH2:18][CH2:17]1.C1C=CC(N([S:40]([C:43]([F:46])([F:45])[F:44])(=[O:42])=[O:41])[S:40]([C:43]([F:46])([F:45])[F:44])(=[O:42])=[O:41])=CC=1, predict the reaction product. The product is: [F:44][C:43]([F:46])([F:45])[S:40]([O:15][C:16]1[CH2:21][CH2:20][CH:19]([C:22]2[CH:23]=[CH:24][C:25]([C:26]([O:28][CH2:29][CH3:30])=[O:27])=[CH:31][CH:32]=2)[CH2:18][CH:17]=1)(=[O:42])=[O:41]. (2) The product is: [C:15]([O:19][C:20]([N:22]1[CH2:27][CH2:26][CH2:25][CH:24]([N:28]([CH:29]2[CH2:30][CH2:31]2)[S:9]([C:5]2[CH:6]=[CH:7][CH:8]=[C:3]([C:2]([F:14])([F:13])[F:1])[CH:4]=2)(=[O:11])=[O:10])[CH2:23]1)=[O:21])([CH3:18])([CH3:16])[CH3:17]. Given the reactants [F:1][C:2]([F:14])([F:13])[C:3]1[CH:4]=[C:5]([S:9](Cl)(=[O:11])=[O:10])[CH:6]=[CH:7][CH:8]=1.[C:15]([O:19][C:20]([N:22]1[CH2:27][CH2:26][CH2:25][CH:24]([NH:28][CH:29]2[CH2:31][CH2:30]2)[CH2:23]1)=[O:21])([CH3:18])([CH3:17])[CH3:16].C(N(CC)CC)C, predict the reaction product. (3) Given the reactants Br[C:2]1[CH:8]=[C:7]([N+:9]([O-:11])=[O:10])[CH:6]=[CH:5][C:3]=1[NH2:4].[C:12]([C:14]1[CH:19]=[CH:18][CH:17]=[CH:16][CH:15]=1)#[CH:13], predict the reaction product. The product is: [N+:9]([C:7]1[CH:6]=[CH:5][C:3]([NH2:4])=[C:2]([C:13]#[C:12][C:14]2[CH:19]=[CH:18][CH:17]=[CH:16][CH:15]=2)[CH:8]=1)([O-:11])=[O:10]. (4) Given the reactants [CH:1]1([N:7]2[C:11](=[O:12])[C:10]([NH:13][C:14]([C:16]3[C:20]([CH3:21])=[C:19]([C@H:22]([O:26][CH2:27][C:28]([CH3:30])=[CH2:29])[C@@H:23]([OH:25])[CH3:24])[O:18][N:17]=3)=[O:15])=[C:9]([CH3:31])[N:8]2[CH3:32])[CH2:6][CH2:5][CH2:4][CH2:3][CH2:2]1.C(B(CC)CC)C.[BH4-].[Na+].C(Cl)Cl, predict the reaction product. The product is: [CH:1]1([N:7]2[C:11](=[O:12])[C:10]([NH:13][C:14]([C:16]3[C:20]([CH3:21])=[C:19]([C@H:22]4[C@H:23]([CH3:24])[O:25][C:28]([CH3:30])([CH3:29])[CH2:27][O:26]4)[O:18][N:17]=3)=[O:15])=[C:9]([CH3:31])[N:8]2[CH3:32])[CH2:6][CH2:5][CH2:4][CH2:3][CH2:2]1. (5) Given the reactants [CH3:1][N:2]([CH3:20])[C:3]([C:5]1[N:14]([CH:15]2[CH2:19][CH2:18][CH2:17][CH2:16]2)[C:8]2[N:9]=[C:10](Cl)[N:11]=[CH:12][C:7]=2[CH:6]=1)=[O:4].C(OC([N:28]1[CH2:33][CH2:32][N:31]([C:34]([C:36]2[CH:37]=[N:38][C:39]([NH2:42])=[CH:40][CH:41]=2)=[O:35])[CH2:30][CH2:29]1)=O)(C)(C)C, predict the reaction product. The product is: [CH3:1][N:2]([CH3:20])[C:3]([C:5]1[N:14]([CH:15]2[CH2:19][CH2:18][CH2:17][CH2:16]2)[C:8]2[N:9]=[C:10]([NH:42][C:39]3[CH:40]=[CH:41][C:36]([C:34]([N:31]4[CH2:32][CH2:33][NH:28][CH2:29][CH2:30]4)=[O:35])=[CH:37][N:38]=3)[N:11]=[CH:12][C:7]=2[CH:6]=1)=[O:4]. (6) The product is: [OH:36][C:31]([C:28]1[CH:27]=[CH:26][C:25]([N:15]([CH3:14])[S:16]([C:19]2[CH:20]=[CH:21][CH:22]=[CH:23][CH:24]=2)(=[O:18])=[O:17])=[CH:30][CH:29]=1)([C:32]([F:33])([F:34])[F:35])[C:8]#[C:7][C:1]1[CH:6]=[CH:5][CH:4]=[CH:3][CH:2]=1. Given the reactants [C:1]1([C:7]#[CH:8])[CH:6]=[CH:5][CH:4]=[CH:3][CH:2]=1.[Li]CCCC.[CH3:14][N:15]([C:25]1[CH:30]=[CH:29][C:28]([C:31](=[O:36])[C:32]([F:35])([F:34])[F:33])=[CH:27][CH:26]=1)[S:16]([C:19]1[CH:24]=[CH:23][CH:22]=[CH:21][CH:20]=1)(=[O:18])=[O:17], predict the reaction product.